This data is from Full USPTO retrosynthesis dataset with 1.9M reactions from patents (1976-2016). The task is: Predict the reactants needed to synthesize the given product. The reactants are: C(Cl)(=O)C(Cl)=O.[N+:7]([C:10]1[CH:11]=[C:12]([CH:16]=[CH:17][C:18]=1[CH2:19][CH3:20])[C:13]([OH:15])=O)([O-])=O.CN(C=O)C.[F:26][C:27]1[CH:28]=[C:29]([CH:31]=[CH:32][C:33]=1[F:34])[NH2:30]. Given the product [NH2:7][C:10]1[CH:11]=[C:12]([CH:16]=[CH:17][C:18]=1[CH2:19][CH3:20])[C:13]([NH:30][C:29]1[CH:31]=[CH:32][C:33]([F:34])=[C:27]([F:26])[CH:28]=1)=[O:15], predict the reactants needed to synthesize it.